From a dataset of Forward reaction prediction with 1.9M reactions from USPTO patents (1976-2016). Predict the product of the given reaction. Given the reactants [F:1][C:2]1[C:3]([OH:22])=[CH:4][CH:5]=[C:6]2[C:10]=1[C:9](=[O:11])[N:8]([CH2:12][C@H:13]1[CH2:18][CH2:17][C@H:16]([C:19]([OH:21])=[O:20])[CH2:15][CH2:14]1)[CH2:7]2.C(=O)([O-])[O-].[Cs+].[Cs+].[CH2:29](Br)[C:30]1[CH:35]=[CH:34][CH:33]=[CH:32][CH:31]=1.[OH-].[Na+], predict the reaction product. The product is: [CH2:29]([O:22][C:3]1[C:2]([F:1])=[C:10]2[C:6]([CH2:7][N:8]([CH2:12][C@H:13]3[CH2:14][CH2:15][C@H:16]([C:19]([OH:21])=[O:20])[CH2:17][CH2:18]3)[C:9]2=[O:11])=[CH:5][CH:4]=1)[C:30]1[CH:35]=[CH:34][CH:33]=[CH:32][CH:31]=1.